Predict the reaction yield, written as a fraction of the theoretical maximum amount of product (1.0 means a 100% yield; for example, 0.34 means a 34% yield). From a dataset of Reaction yield outcomes from USPTO patents with 853,638 reactions. (1) The reactants are C(OC([N:8]1[CH2:11][CH:10]([CH2:12][N:13]2[CH:17]=[C:16]([C:18]3[CH:19]=[N:20][C:21]4[C:26]([CH:27]=3)=[CH:25][C:24]([CH2:28][C:29]3[N:33]5[N:34]=[C:35]([CH3:38])[CH:36]=[CH:37][C:32]5=[N:31][N:30]=3)=[CH:23][CH:22]=4)[CH:15]=[N:14]2)[CH2:9]1)=O)(C)(C)C.C(O)(C(F)(F)F)=O. The catalyst is ClCCl. The product is [NH:8]1[CH2:11][CH:10]([CH2:12][N:13]2[CH:17]=[C:16]([C:18]3[CH:19]=[N:20][C:21]4[C:26]([CH:27]=3)=[CH:25][C:24]([CH2:28][C:29]3[N:33]5[N:34]=[C:35]([CH3:38])[CH:36]=[CH:37][C:32]5=[N:31][N:30]=3)=[CH:23][CH:22]=4)[CH:15]=[N:14]2)[CH2:9]1. The yield is 1.00. (2) The product is [F:5][C:6]1[C:7]([NH:22][C@@H:23]2[CH2:28][CH2:27][CH2:26][N:25]([C:29](=[O:32])[CH:30]=[CH2:31])[CH2:24]2)=[N:8][C:9]([NH:12][C:13]2[CH:14]=[C:15]3[C:19](=[CH:20][CH:21]=2)[CH2:18][N:17]([CH:2]([CH3:4])[CH3:1])[CH2:16]3)=[N:10][CH:11]=1. The catalyst is CO.O. The yield is 0.550. The reactants are [CH3:1][C:2]([CH3:4])=O.[F:5][C:6]1[C:7]([NH:22][C@@H:23]2[CH2:28][CH2:27][CH2:26][N:25]([C:29](=[O:32])[CH:30]=[CH2:31])[CH2:24]2)=[N:8][C:9]([NH:12][C:13]2[CH:14]=[C:15]3[C:19](=[CH:20][CH:21]=2)[CH2:18][NH:17][CH2:16]3)=[N:10][CH:11]=1.[BH3-]C#N.[Na+]. (3) The reactants are Br[CH2:2][C:3]1[CH:12]=[CH:11][C:6]([C:7]([O:9][CH3:10])=[O:8])=[CH:5][CH:4]=1.[CH3:13][NH:14][CH3:15].O. The catalyst is CN(C)C=O. The product is [CH3:13][N:14]([CH2:2][C:3]1[CH:12]=[CH:11][C:6]([C:7]([O:9][CH3:10])=[O:8])=[CH:5][CH:4]=1)[CH3:15]. The yield is 0.990. (4) The reactants are [CH3:1][C:2]1[N:3]=[CH:4][N:5]([C:7]2[CH:13]=[CH:12][C:10]([NH2:11])=[CH:9][CH:8]=2)[CH:6]=1.CC1N(C2C=CC(N)=CC=2)C=NC=1.Cl[C:28]1[CH:29]=[CH:30][C:31]2[CH2:32][N:33]([CH2:45][CH2:46][OH:47])[CH2:34][C@@H:35]([C:39]3[CH:44]=[CH:43][CH:42]=[CH:41][CH:40]=3)[O:36][C:37]=2[N:38]=1. No catalyst specified. The product is [CH3:1][C:2]1[N:3]=[CH:4][N:5]([C:7]2[CH:13]=[CH:12][C:10]([NH:11][C:28]3[CH:29]=[CH:30][C:31]4[CH2:32][N:33]([CH2:45][CH2:46][OH:47])[CH2:34][C@@H:35]([C:39]5[CH:44]=[CH:43][CH:42]=[CH:41][CH:40]=5)[O:36][C:37]=4[N:38]=3)=[CH:9][CH:8]=2)[CH:6]=1. The yield is 0.0700. (5) The reactants are [C:1](Cl)([O:3][CH2:4][CH:5]1[C:17]2[C:12](=[CH:13][CH:14]=[CH:15][CH:16]=2)[C:11]2[C:6]1=[CH:7][CH:8]=[CH:9][CH:10]=2)=[O:2].[CH2:19]([NH2:22])[C:20]#[CH:21].C(N(CC)CC)C. The catalyst is C(Cl)Cl.CCCCCC. The product is [CH2:19]([NH:22][C:1](=[O:2])[O:3][CH2:4][CH:5]1[C:17]2[CH:16]=[CH:15][CH:14]=[CH:13][C:12]=2[C:11]2[C:6]1=[CH:7][CH:8]=[CH:9][CH:10]=2)[C:20]#[CH:21]. The yield is 0.950. (6) The reactants are OO.[O:3]1CCCC1.[CH:8]1[CH:9]=[CH:10][C:11]([P:14]([C:21]2[C:30]([C:31]3[C:40]([P:41]([C:48]4[CH:49]=[CH:50][CH:51]=[CH:52][CH:53]=4)[C:42]4[CH:43]=[CH:44][CH:45]=[CH:46][CH:47]=4)=[CH:39][CH:38]=[C:37]4[C:32]=3[CH:33]=[CH:34][CH:35]=[CH:36]4)=[C:29]3[C:24]([CH:25]=[CH:26][CH:27]=[CH:28]3)=[CH:23][CH:22]=2)[C:15]2[CH:16]=[CH:17][CH:18]=[CH:19][CH:20]=2)=[CH:12][CH:13]=1.[OH2:54]. No catalyst specified. The product is [CH:51]1[CH:52]=[CH:53][C:48]([P:41]([C:40]2[CH:39]=[CH:38][C:37]3[C:32](=[CH:33][CH:34]=[CH:35][CH:36]=3)[C:31]=2[C:30]2[C:29]3[C:24](=[CH:25][CH:26]=[CH:27][CH:28]=3)[CH:23]=[CH:22][C:21]=2[P:14]([C:15]2[CH:16]=[CH:17][CH:18]=[CH:19][CH:20]=2)([C:11]2[CH:10]=[CH:9][CH:8]=[CH:13][CH:12]=2)=[O:3])([C:42]2[CH:47]=[CH:46][CH:45]=[CH:44][CH:43]=2)=[O:54])=[CH:49][CH:50]=1. The yield is 0.910. (7) The catalyst is CO.[C].[Pd]. The product is [OH:31][C:28]1[CH:29]=[CH:30][C:25]([O:24][CH2:23][CH:10]2[CH2:9][NH:8][CH2:13][CH2:12][N:11]2[C:14]2[CH:19]=[CH:18][C:17]([CH:20]([CH3:21])[CH3:22])=[CH:16][CH:15]=2)=[CH:26][CH:27]=1. The reactants are C([N:8]1[CH2:13][CH2:12][N:11]([C:14]2[CH:19]=[CH:18][C:17]([CH:20]([CH3:22])[CH3:21])=[CH:16][CH:15]=2)[CH:10]([CH2:23][O:24][C:25]2[CH:30]=[CH:29][C:28]([O:31]CC3C=CC=CC=3)=[CH:27][CH:26]=2)[CH2:9]1)C1C=CC=CC=1.C(O)(=O)C. The yield is 0.420. (8) The reactants are [CH3:1][O:2][C:3]([C:5]1[C:9]2[CH:10]=[CH:11][C:12]([OH:14])=[CH:13][C:8]=2[O:7][CH:6]=1)=[O:4].C([O-])([O-])=O.[Cs+].[Cs+].Cl.Cl[C:23]1[S:24][C:25]2[C:26]([N:31]=1)=[N:27][CH:28]=[CH:29][CH:30]=2.O. The catalyst is CN(C=O)C. The product is [CH3:1][O:2][C:3]([C:5]1[C:9]2[CH:10]=[CH:11][C:12]([O:14][C:23]3[S:24][C:25]4[C:26]([N:31]=3)=[N:27][CH:28]=[CH:29][CH:30]=4)=[CH:13][C:8]=2[O:7][CH:6]=1)=[O:4]. The yield is 0.870. (9) The reactants are I[C:2]1[CH:3]=[N:4][N:5]2[C:10]([C:11]([F:14])([F:13])[F:12])=[CH:9][C:8]([C:15]3[CH:20]=[CH:19][C:18]([C:21]([F:24])([F:23])[F:22])=[CH:17][CH:16]=3)=[N:7][C:6]=12.[CH3:25][Si:26]([C:29]#[CH:30])([CH3:28])[CH3:27]. No catalyst specified. The product is [F:12][C:11]([F:14])([F:13])[C:10]1[N:5]2[N:4]=[CH:3][C:2]([C:30]#[C:29][Si:26]([CH3:28])([CH3:27])[CH3:25])=[C:6]2[N:7]=[C:8]([C:15]2[CH:20]=[CH:19][C:18]([C:21]([F:24])([F:23])[F:22])=[CH:17][CH:16]=2)[CH:9]=1. The yield is 1.00.